From a dataset of Reaction yield outcomes from USPTO patents with 853,638 reactions. Predict the reaction yield, written as a fraction of the theoretical maximum amount of product (1.0 means a 100% yield; for example, 0.34 means a 34% yield). (1) The reactants are [OH:1][C:2]1[C:10]([CH3:11])=[CH:9][CH:8]=[CH:7][C:3]=1[C:4]([OH:6])=[O:5].S(=O)(=O)(O)O.[C:17]([O-])(O)=O.[Na+]. The catalyst is CO. The product is [OH:1][C:2]1[C:10]([CH3:11])=[CH:9][CH:8]=[CH:7][C:3]=1[C:4]([O:6][CH3:17])=[O:5]. The yield is 0.840. (2) The reactants are Cl.[CH3:2][C@H:3]1[C@@H:12]([OH:13])[CH2:11][CH2:10][C:5]2(OCC[O:6]2)[CH2:4]1. The catalyst is CC(C)=O. The product is [OH:13][C@H:12]1[CH2:11][CH2:10][C:5](=[O:6])[CH2:4][C@H:3]1[CH3:2]. The yield is 0.970. (3) The reactants are [C:1]([O:5][N:6]=[C:7]1[C:16]2[C:11](=[CH:12][C:13]([C:17]#[C:18][CH2:19]O)=[CH:14][CH:15]=2)[O:10][C:9]([C:21]2[N:22]=[CH:23][C:24]3[C:29]([CH:30]=2)=[CH:28][CH:27]=[CH:26][CH:25]=3)=[CH:8]1)([CH3:4])([CH3:3])[CH3:2].C(N(CC)CC)C.CS(Cl)(=O)=O.[Cl-].[NH4+].C(=O)([O-])[O-].[K+].[K+].[CH3:51][N:52]1[CH2:57][CH2:56][NH:55][CH2:54][CH2:53]1. The catalyst is ClCCl. The product is [C:1]([O:5][N:6]=[C:7]1[C:16]2[C:11](=[CH:12][C:13]([C:17]#[C:18][CH2:19][N:55]3[CH2:56][CH2:57][N:52]([CH3:51])[CH2:53][CH2:54]3)=[CH:14][CH:15]=2)[O:10][C:9]([C:21]2[N:22]=[CH:23][C:24]3[C:29]([CH:30]=2)=[CH:28][CH:27]=[CH:26][CH:25]=3)=[CH:8]1)([CH3:3])([CH3:4])[CH3:2]. The yield is 0.180. (4) The yield is 0.362. The product is [C:1]([O:5][C:6](=[O:7])[N:8]([CH3:21])[C@@H:9]1[CH2:13][CH2:12][C@H:11]([C:14]2[O:16][N:17]=[C:18]([CH3:19])[N:20]=2)[CH2:10]1)([CH3:4])([CH3:3])[CH3:2]. The reactants are [C:1]([O:5][C:6]([N:8]([CH3:21])[C@@H:9]1[CH2:13][CH2:12][C@H:11]([C:14]([O:16]/[N:17]=[C:18](/[NH2:20])\[CH3:19])=O)[CH2:10]1)=[O:7])([CH3:4])([CH3:3])[CH3:2].CC([O-])=O.[Na+].O. The catalyst is C(O)C. (5) The reactants are [Cl:1][C:2]1[N:7]=[C:6](Cl)[CH:5]=[CH:4][N:3]=1.[CH3:9][O:10][C:11]1[CH:12]=[C:13]2[C:18](=[CH:19][CH:20]=1)[NH:17][CH2:16][CH2:15][CH2:14]2.C(N(C(C)C)CC)(C)C. The catalyst is C(O)CCC. The product is [Cl:1][C:2]1[N:7]=[C:6]([N:17]2[C:18]3[C:13](=[CH:12][C:11]([O:10][CH3:9])=[CH:20][CH:19]=3)[CH2:14][CH2:15][CH2:16]2)[CH:5]=[CH:4][N:3]=1. The yield is 0.800. (6) The reactants are [C:1]([C:5]1[CH:10]=[CH:9][CH:8]=[CH:7][C:6]=1[NH2:11])([CH3:4])([CH3:3])[CH3:2].[N+:12]([O-])([O-:14])=[O:13].[K+]. The catalyst is S(=O)(=O)(O)O. The product is [C:1]([C:5]1[CH:10]=[CH:9][C:8]([N+:12]([O-:14])=[O:13])=[CH:7][C:6]=1[NH2:11])([CH3:4])([CH3:2])[CH3:3]. The yield is 0.640.